This data is from Catalyst prediction with 721,799 reactions and 888 catalyst types from USPTO. The task is: Predict which catalyst facilitates the given reaction. (1) Product: [N+:8]([C:3]1[CH:4]=[CH:5][C:6]([NH:18][CH2:17][CH2:16][N:11]2[CH2:15][CH2:14][CH2:13][CH2:12]2)=[CH:7][CH:2]=1)([O-:10])=[O:9]. Reactant: F[C:2]1[CH:7]=[CH:6][CH:5]=[CH:4][C:3]=1[N+:8]([O-:10])=[O:9].[N:11]1([CH2:16][CH2:17][NH2:18])[CH2:15][CH2:14][CH2:13][CH2:12]1.C(N)C. The catalyst class is: 12. (2) Reactant: [CH2:1]([N:8]1[C:13](=[O:14])[CH:12]=[C:11]([S:15][CH2:16][CH:17](OC)OC)[NH:10][C:9]1=[O:22])[C:2]1[CH:7]=[CH:6][CH:5]=[CH:4][CH:3]=1.C1(C)C=CC(S(O)(=O)=O)=CC=1. Product: [CH2:1]([N:8]1[C:13](=[O:14])[CH:12]=[C:11]2[S:15][CH:16]=[CH:17][N:10]2[C:9]1=[O:22])[C:2]1[CH:7]=[CH:6][CH:5]=[CH:4][CH:3]=1. The catalyst class is: 113.